Predict the reactants needed to synthesize the given product. From a dataset of Full USPTO retrosynthesis dataset with 1.9M reactions from patents (1976-2016). (1) Given the product [O:48]=[C:39]1[CH:38]([NH:37][C:11]([C:9]2[NH:10][C:4]3[CH:3]=[C:2]([Cl:1])[N:7]=[CH:6][C:5]=3[CH:8]=2)=[O:13])[CH2:47][C:46]2[C:41](=[CH:42][CH:43]=[CH:44][CH:45]=2)[NH:40]1, predict the reactants needed to synthesize it. The reactants are: [Cl:1][C:2]1[N:7]=[CH:6][C:5]2[CH:8]=[C:9]([C:11]([OH:13])=O)[NH:10][C:4]=2[CH:3]=1.CCN=C=NCCCN(C)C.C1C=C2N=NN(O)C2=CC=1.O.Cl.[NH2:37][CH:38]1[CH2:47][C:46]2[C:41](=[CH:42][CH:43]=[CH:44][CH:45]=2)[NH:40][C:39]1=[O:48].CCN(C(C)C)C(C)C. (2) Given the product [CH2:3]([NH:2][CH2:1][CH2:3][CH2:4][CH2:5][CH3:6])[CH2:4][CH2:5][CH2:6][CH3:7], predict the reactants needed to synthesize it. The reactants are: [CH3:1][NH:2][CH2:3][CH2:4][CH2:5][CH2:6][CH3:7]. (3) Given the product [Br:1][C:2]1[CH:3]=[C:4]([N:9]([S:11]([CH3:10])(=[O:13])=[O:12])[S:11]([CH3:10])(=[O:13])=[O:12])[C:5]([CH3:8])=[N:6][CH:7]=1, predict the reactants needed to synthesize it. The reactants are: [Br:1][C:2]1[CH:3]=[C:4]([NH2:9])[C:5]([CH3:8])=[N:6][CH:7]=1.[CH3:10][S:11](Cl)(=[O:13])=[O:12].CCOC(C)=O. (4) Given the product [CH3:5][C:6]1[CH:14]=[C:13]([N+:15]([O-:17])=[O:16])[CH:12]=[CH:11][C:7]=1[C:8]([O:10][CH3:18])=[O:9], predict the reactants needed to synthesize it. The reactants are: O=S(Cl)Cl.[CH3:5][C:6]1[CH:14]=[C:13]([N+:15]([O-:17])=[O:16])[CH:12]=[CH:11][C:7]=1[C:8]([OH:10])=[O:9].[CH3:18]O. (5) Given the product [F:1][C:2]1[CH:10]=[C:9]2[C:5]([C:6]([C:20]3[CH:33]=[CH:32][C:23]4[NH:24][C:25]([CH2:27][CH2:28][C:29]([NH2:31])=[O:30])=[N:26][C:22]=4[CH:21]=3)=[CH:7][NH:8]2)=[CH:4][CH:3]=1, predict the reactants needed to synthesize it. The reactants are: [F:1][C:2]1[CH:10]=[C:9]2[C:5]([C:6]([C:20]3[CH:33]=[CH:32][C:23]4[NH:24][C:25]([CH2:27][CH2:28][C:29]([NH2:31])=[O:30])=[N:26][C:22]=4[CH:21]=3)=[CH:7][N:8]2S(C2C=CC=CC=2)(=O)=O)=[CH:4][CH:3]=1.[OH-].[K+].Cl.